Task: Regression. Given a peptide amino acid sequence and an MHC pseudo amino acid sequence, predict their binding affinity value. This is MHC class I binding data.. Dataset: Peptide-MHC class I binding affinity with 185,985 pairs from IEDB/IMGT (1) The peptide sequence is VSPQLVLQV. The binding affinity (normalized) is 0.752. The MHC is Mamu-A01 with pseudo-sequence Mamu-A01. (2) The peptide sequence is YIIDWMVDI. The MHC is HLA-A02:01 with pseudo-sequence HLA-A02:01. The binding affinity (normalized) is 1.00. (3) The peptide sequence is GGHGGSTFK. The MHC is HLA-B57:01 with pseudo-sequence HLA-B57:01. The binding affinity (normalized) is 0.0847. (4) The peptide sequence is QQLYTSPSF. The MHC is HLA-B15:01 with pseudo-sequence HLA-B15:01. The binding affinity (normalized) is 0.593. (5) The peptide sequence is WELVDRERNL. The MHC is HLA-B40:01 with pseudo-sequence HLA-B40:01. The binding affinity (normalized) is 0.560. (6) The peptide sequence is TEDDWITYI. The MHC is HLA-B57:01 with pseudo-sequence HLA-B57:01. The binding affinity (normalized) is 0.0847. (7) The peptide sequence is SIGKMLESTY. The MHC is HLA-A30:02 with pseudo-sequence HLA-A30:02. The binding affinity (normalized) is 0.320.